Dataset: Full USPTO retrosynthesis dataset with 1.9M reactions from patents (1976-2016). Task: Predict the reactants needed to synthesize the given product. (1) Given the product [Br:8][C:5]1[CH:6]=[CH:7][C:2]([C:16]([OH:19])([CH2:17][CH3:18])[C:15]([F:21])([F:20])[F:14])=[CH:3][CH:4]=1, predict the reactants needed to synthesize it. The reactants are: Br[C:2]1[CH:7]=[CH:6][C:5]([Br:8])=[CH:4][CH:3]=1.[Li]CCCC.[F:14][C:15]([F:21])([F:20])[C:16](=[O:19])[CH2:17][CH3:18]. (2) Given the product [Cl:25][C:26]1[N:27]=[CH:28][N:29]=[C:30]([O:13][C:6]2[C:7]3[C:12](=[CH:11][CH:10]=[CH:9][CH:8]=3)[C:3]([NH2:2])=[CH:4][CH:5]=2)[CH:31]=1, predict the reactants needed to synthesize it. The reactants are: Cl.[NH2:2][C:3]1[C:12]2[C:7](=[CH:8][CH:9]=[CH:10][CH:11]=2)[C:6]([OH:13])=[CH:5][CH:4]=1.C1CCN2C(=NCCC2)CC1.[Cl:25][C:26]1[CH:31]=[C:30](Cl)[N:29]=[CH:28][N:27]=1. (3) Given the product [OH:15][CH2:14][CH2:13][CH2:12][CH2:11][CH2:10][CH2:9][N:1]([CH2:9][CH2:10][CH2:11][CH2:12][CH2:13][CH2:14][OH:15])[C:2]1[CH:7]=[CH:6][CH:5]=[CH:4][CH:3]=1, predict the reactants needed to synthesize it. The reactants are: [NH2:1][C:2]1[CH:7]=[CH:6][CH:5]=[CH:4][CH:3]=1.Cl[CH2:9][CH2:10][CH2:11][CH2:12][CH2:13][CH2:14][OH:15]. (4) Given the product [F:19][C:20]1[C:30]([F:31])=[CH:29][CH:28]=[CH:27][C:21]=1[CH2:22][S:23][C:24]1[N:26]=[C:4]([OH:17])[C:5]([C:15]#[N:16])=[C:6]([C:7]2[CH:8]=[CH:9][C:10]([O:13][CH3:14])=[CH:11][CH:12]=2)[N:25]=1, predict the reactants needed to synthesize it. The reactants are: C(O[C:4](=[O:17])[C:5]([C:15]#[N:16])=[CH:6][C:7]1[CH:12]=[CH:11][C:10]([O:13][CH3:14])=[CH:9][CH:8]=1)C.Br.[F:19][C:20]1[C:30]([F:31])=[CH:29][CH:28]=[CH:27][C:21]=1[CH2:22][S:23][C:24](=[NH:26])[NH2:25].C(N(CC)C(C)C)(C)C. (5) Given the product [CH:11]([C:9]1[N:8]=[C:7]([NH:14][C:15]2[CH:16]=[N:17][CH:18]=[CH:19][C:20]=2[C:21]([F:22])([F:23])[F:24])[CH:6]=[C:5]([CH:3]2[CH2:2][N:1]([S:33]([CH3:32])(=[O:35])=[O:34])[CH2:4]2)[N:10]=1)([CH3:13])[CH3:12], predict the reactants needed to synthesize it. The reactants are: [NH:1]1[CH2:4][CH:3]([C:5]2[N:10]=[C:9]([CH:11]([CH3:13])[CH3:12])[N:8]=[C:7]([NH:14][C:15]3[CH:16]=[N:17][CH:18]=[CH:19][C:20]=3[C:21]([F:24])([F:23])[F:22])[CH:6]=2)[CH2:2]1.C(N(CC)CC)C.[CH3:32][S:33](Cl)(=[O:35])=[O:34]. (6) Given the product [CH2:30]([O:23][C:22]([C:19]1[CH:20]=[CH:21][C:16]([NH:15][C:34]([N:10]2[C:9]3[CH:8]=[CH:7][CH:6]=[CH:5][C:13]=3[NH:12][C:11]2=[O:14])=[O:35])=[CH:17][CH:18]=1)=[O:24])[CH3:31], predict the reactants needed to synthesize it. The reactants are: ClC(O[C:5]1[C:13]2[NH:12][C:11]([OH:14])=[N:10][C:9]=2[CH:8]=[CH:7][CH:6]=1)=O.[NH2:15][C:16]1[CH:21]=[CH:20][C:19]([C:22]([O-:24])=[O:23])=[CH:18][CH:17]=1.C(N([CH2:30][CH3:31])CC)C.C1C[O:35][CH2:34]C1. (7) The reactants are: CCN(C(C)C)C(C)C.[OH:10][C:11]1[CH:40]=[CH:39][C:14]([CH2:15][NH:16][C:17]2[N:22]=[C:21]([O:23][CH2:24][C:25]([F:28])([F:27])[F:26])[N:20]=[C:19]([NH:29][C:30]3[CH:38]=[CH:37][C:33]([C:34](O)=[O:35])=[CH:32][N:31]=3)[CH:18]=2)=[CH:13][CH:12]=1.[C:41]([O:45][C:46](=[O:54])[NH:47][CH2:48][C:49]([CH3:53])([CH3:52])[CH2:50][NH2:51])([CH3:44])([CH3:43])[CH3:42].CN(C(ON1N=NC2C=CC=CC1=2)=[N+](C)C)C.[B-](F)(F)(F)F. Given the product [OH:10][C:11]1[CH:40]=[CH:39][C:14]([CH2:15][NH:16][C:17]2[N:22]=[C:21]([O:23][CH2:24][C:25]([F:28])([F:26])[F:27])[N:20]=[C:19]([NH:29][C:30]3[CH:38]=[CH:37][C:33]([C:34]([NH:51][CH2:50][C:49]([CH3:53])([CH3:52])[CH2:48][NH:47][C:46](=[O:54])[O:45][C:41]([CH3:44])([CH3:42])[CH3:43])=[O:35])=[CH:32][N:31]=3)[CH:18]=2)=[CH:13][CH:12]=1, predict the reactants needed to synthesize it. (8) Given the product [ClH:30].[ClH:30].[S:1]1[C:5]2[CH:6]=[CH:7][C:8]([CH2:10][CH2:11][O:12][CH2:13][CH2:14][CH2:15][N:16]3[CH2:20][CH2:19][CH:18]([N:21]([CH3:23])[CH3:22])[CH2:17]3)=[CH:9][C:4]=2[CH:3]=[CH:2]1, predict the reactants needed to synthesize it. The reactants are: [S:1]1[C:5]2[CH:6]=[CH:7][C:8]([CH2:10][CH2:11][O:12][CH2:13][CH2:14][CH2:15][N:16]3[CH2:20][CH2:19][CH:18]([N:21]([CH3:23])[CH3:22])[CH2:17]3)=[CH:9][C:4]=2[CH:3]=[CH:2]1.C(OCC)(=O)C.[ClH:30]. (9) The reactants are: C(/C(/[CH:11]=[CH:12]/[C:13](/[C:21]#[N:22])=[C:14](\O)/[C:15]([O:17][CH2:18][CH3:19])=[O:16])=C(/O)\C(OCC)=O)#N.[CH2:23]([NH2:30])[C:24]1[CH:29]=[CH:28][CH:27]=[CH:26][CH:25]=1. Given the product [CH2:23]([N:30]1[CH:11]=[CH:12][C:13]([C:21]#[N:22])=[C:14]1[C:15]([O:17][CH2:18][CH3:19])=[O:16])[C:24]1[CH:29]=[CH:28][CH:27]=[CH:26][CH:25]=1, predict the reactants needed to synthesize it. (10) Given the product [C:1]([O:5][C:6]([N:8]1[CH2:24][CH2:23][CH2:22][C:10]2([CH:13]([C:14]3[CH:15]=[CH:16][C:17]([F:20])=[CH:18][CH:19]=3)[N:12]([CH3:26])[C:11]2=[O:21])[CH2:9]1)=[O:7])([CH3:4])([CH3:2])[CH3:3], predict the reactants needed to synthesize it. The reactants are: [C:1]([O:5][C:6]([N:8]1[CH2:24][CH2:23][CH2:22][C:10]2([CH:13]([C:14]3[CH:19]=[CH:18][C:17]([F:20])=[CH:16][CH:15]=3)[NH:12][C:11]2=[O:21])[CH2:9]1)=[O:7])([CH3:4])([CH3:3])[CH3:2].[Li+].[CH3:26][Si]([N-][Si](C)(C)C)(C)C.IC.